Predict which catalyst facilitates the given reaction. From a dataset of Catalyst prediction with 721,799 reactions and 888 catalyst types from USPTO. (1) Reactant: C[O:2][C:3]([C:5]1[C:6]2[N:14]([CH3:15])[CH:13]=[CH:12][C:7]=2[C:8]([Cl:11])=[N:9][CH:10]=1)=[O:4].[OH-].[Na+]. Product: [Cl:11][C:8]1[C:7]2[CH:12]=[CH:13][N:14]([CH3:15])[C:6]=2[C:5]([C:3]([OH:4])=[O:2])=[CH:10][N:9]=1. The catalyst class is: 5. (2) Reactant: [C:1]([C:3]1[CH:8]=[CH:7][C:6]([C@@H:9]2[C:14]([C:15]#[N:16])=[C:13]([CH3:17])[N:12]([C:18]3[CH:23]=[CH:22][CH:21]=[C:20]([C:24]([F:27])([F:26])[F:25])[CH:19]=3)[C:11](=[O:28])[NH:10]2)=[CH:5][CH:4]=1)#[N:2].C(=O)([O-])[O-].[K+].[K+].Br[CH2:36][C:37]([O:39][C:40]([CH3:43])([CH3:42])[CH3:41])=[O:38]. Product: [C:40]([O:39][C:37](=[O:38])[CH2:36][N:10]1[C@H:9]([C:6]2[CH:7]=[CH:8][C:3]([C:1]#[N:2])=[CH:4][CH:5]=2)[C:14]([C:15]#[N:16])=[C:13]([CH3:17])[N:12]([C:18]2[CH:23]=[CH:22][CH:21]=[C:20]([C:24]([F:27])([F:25])[F:26])[CH:19]=2)[C:11]1=[O:28])([CH3:43])([CH3:42])[CH3:41]. The catalyst class is: 3. (3) Reactant: [Br:1][C:2]1[C:3]2[CH:23]=[C:22]([Cl:24])[CH:21]=[CH:20][C:4]=2[C:5](=[C:13]2[CH2:18][CH2:17][N:16](C)[CH2:15][CH2:14]2)[C:6]2[CH:12]=[CH:11][CH:10]=[CH:9][C:7]=2[CH:8]=1.C(N(CC)CC)C.[CH2:32]([O:34][C:35](Cl)=[O:36])[CH3:33].[OH-].[Na+]. Product: [CH2:32]([O:34][C:35]([N:16]1[CH2:17][CH2:18][C:13](=[C:5]2[C:4]3[CH:20]=[CH:21][C:22]([Cl:24])=[CH:23][C:3]=3[C:2]([Br:1])=[CH:8][C:7]3[CH:9]=[CH:10][CH:11]=[CH:12][C:6]2=3)[CH2:14][CH2:15]1)=[O:36])[CH3:33]. The catalyst class is: 11. (4) Reactant: [OH:1][C:2]1[C:3]([O:12][CH3:13])=[N:4][CH:5]=[C:6]([CH:11]=1)[C:7]([O:9][CH3:10])=[O:8].C(=O)([O-])[O-].[K+].[K+].[CH:20]1(Br)[CH2:24][CH2:23][CH2:22][CH2:21]1. Product: [CH:20]1([O:1][C:2]2[C:3]([O:12][CH3:13])=[N:4][CH:5]=[C:6]([CH:11]=2)[C:7]([O:9][CH3:10])=[O:8])[CH2:24][CH2:23][CH2:22][CH2:21]1. The catalyst class is: 35.